The task is: Predict which catalyst facilitates the given reaction.. This data is from Catalyst prediction with 721,799 reactions and 888 catalyst types from USPTO. (1) Reactant: [OH:1][CH2:2][C:3]1[N:7]2[CH:8]=[CH:9][CH:10]=[CH:11][C:6]2=[N:5][C:4]=1[C:12]([O:14][CH3:15])=[O:13].[H-].[Na+].[CH3:18][O:19][CH2:20][CH2:21]Br. Product: [CH3:18][O:19][CH2:20][CH2:21][O:1][CH2:2][C:3]1[N:7]2[CH:8]=[CH:9][CH:10]=[CH:11][C:6]2=[N:5][C:4]=1[C:12]([O:14][CH3:15])=[O:13]. The catalyst class is: 3. (2) Reactant: [C:1]1([C:7]2[C:16]([N:17]3[CH2:22][CH2:21][N:20]([C:23]4[N:28]=[CH:27][CH:26]=[CH:25][N:24]=4)[CH2:19][CH2:18]3)=[N:15][C:14]3[C:9](=[CH:10][CH:11]=[C:12]([C:29]([O:31]C)=[O:30])[CH:13]=3)[N:8]=2)[CH:6]=[CH:5][CH:4]=[CH:3][CH:2]=1.[OH-].[Na+]. Product: [C:1]1([C:7]2[C:16]([N:17]3[CH2:18][CH2:19][N:20]([C:23]4[N:24]=[CH:25][CH:26]=[CH:27][N:28]=4)[CH2:21][CH2:22]3)=[N:15][C:14]3[C:9](=[CH:10][CH:11]=[C:12]([C:29]([OH:31])=[O:30])[CH:13]=3)[N:8]=2)[CH:2]=[CH:3][CH:4]=[CH:5][CH:6]=1. The catalyst class is: 24. (3) Reactant: [C:1]([CH2:4][C:5]([C:7]1[CH:16]=[CH:15][C:14]2[C:9](=[CH:10][CH:11]=[CH:12][CH:13]=2)[C:8]=1[NH:17][CH2:18][C:19]([O:21][C:22]([CH3:25])([CH3:24])[CH3:23])=[O:20])=[O:6])(O)=[O:2].C(N(CC)CC)C.ON1C2C=CC=CC=2N=N1.CN(C)CCCN=C=NCC.[CH2:54]([O:56][C:57]([N:59]1[CH2:64][CH2:63][NH:62][CH2:61][CH2:60]1)=[O:58])[CH3:55]. Product: [CH2:54]([O:56][C:57]([N:59]1[CH2:60][CH2:61][N:62]([C:1]([CH2:4][C:5]([C:7]2[CH:16]=[CH:15][C:14]3[C:9](=[CH:10][CH:11]=[CH:12][CH:13]=3)[C:8]=2[NH:17][CH2:18][C:19]([O:21][C:22]([CH3:25])([CH3:24])[CH3:23])=[O:20])=[O:6])=[O:2])[CH2:63][CH2:64]1)=[O:58])[CH3:55]. The catalyst class is: 124.